From a dataset of Forward reaction prediction with 1.9M reactions from USPTO patents (1976-2016). Predict the product of the given reaction. (1) Given the reactants [CH3:1][O:2][C:3]1[CH:4]=[C:5]2[C:10](=[CH:11][C:12]=1[O:13][CH3:14])[C:9]([CH2:15][CH2:16][CH3:17])=[N:8][C:7]([OH:18])=[CH:6]2.[OH-].[K+].Br[CH2:22][C:23]1[CH:32]=[CH:31][C:30]2[C:25](=[CH:26][CH:27]=[CH:28][CH:29]=2)[CH:24]=1, predict the reaction product. The product is: [CH3:1][O:2][C:3]1[CH:4]=[C:5]2[C:10](=[CH:11][C:12]=1[O:13][CH3:14])[C:9]([CH2:15][CH2:16][CH3:17])=[N:8][C:7]([OH:18])=[C:6]2[CH2:22][C:23]1[CH:32]=[CH:31][C:30]2[C:25](=[CH:26][CH:27]=[CH:28][CH:29]=2)[CH:24]=1. (2) Given the reactants [CH3:1][O:2][C:3]1[CH:8]=[CH:7][C:6]([CH2:9][NH:10][C:11](=[O:31])[O:12][CH2:13][C@H:14]2[CH2:18][C@@H:17]([NH:19][S:20]([C:23]3[CH:28]=[C:27]([Br:29])[CH:26]=[CH:25][C:24]=3[Br:30])(=[O:22])=[O:21])[CH2:16][NH:15]2)=[CH:5][CH:4]=1.C[CH2:33][N:34](C(C)C)C(C)C.BrC#N.C(O)C(N)(CO)CO, predict the reaction product. The product is: [CH3:1][O:2][C:3]1[CH:8]=[CH:7][C:6]([CH2:9][NH:10][C:11](=[O:31])[O:12][CH2:13][C@H:14]2[CH2:18][C@@H:17]([NH:19][S:20]([C:23]3[CH:28]=[C:27]([Br:29])[CH:26]=[CH:25][C:24]=3[Br:30])(=[O:21])=[O:22])[CH2:16][N:15]2[C:33]#[N:34])=[CH:5][CH:4]=1. (3) Given the reactants [O:1]1[CH:5]=[C:4]([CH:6]=O)[N:3]=[CH:2]1.[CH3:8][C:9]([S:12]([NH2:14])=[O:13])([CH3:11])[CH3:10], predict the reaction product. The product is: [O:1]1[CH:5]=[C:4](/[CH:6]=[N:14]/[S:12]([C:9]([CH3:11])([CH3:10])[CH3:8])=[O:13])[N:3]=[CH:2]1.